The task is: Predict the reactants needed to synthesize the given product.. This data is from Full USPTO retrosynthesis dataset with 1.9M reactions from patents (1976-2016). (1) Given the product [NH:1]1[C:9]2[C:4](=[CH:5][CH:6]=[CH:7][CH:8]=2)[C:3](/[CH:10]=[CH:11]/[C:12]2[CH:17]=[CH:16][CH:15]=[CH:14][C:13]=2[NH:18][C:34]([C:26]2[N:25]=[CH:30][CH:29]=[CH:28][C:27]=2[C:31]([OH:33])=[O:32])=[O:35])=[N:2]1.[NH:1]1[C:9]2[C:4](=[CH:5][CH:6]=[CH:7][CH:8]=2)[C:3](/[CH:10]=[CH:11]/[C:12]2[CH:17]=[CH:16][CH:15]=[CH:14][C:13]=2[NH:18][C:31]([C:27]2[C:26]([C:34]([OH:35])=[O:33])=[N:25][CH:30]=[CH:29][CH:28]=2)=[O:32])=[N:2]1, predict the reactants needed to synthesize it. The reactants are: [NH:1]1[C:9]2[C:4](=[CH:5][CH:6]=[CH:7][CH:8]=2)[C:3](/[CH:10]=[CH:11]/[C:12]2[CH:17]=[CH:16][CH:15]=[CH:14][C:13]=2[NH2:18])=[N:2]1.N1C=CC=CC=1.[N:25]1[CH:30]=[CH:29][CH:28]=[C:27]2[C:31]([O:33][C:34](=[O:35])[C:26]=12)=[O:32].O.C1COCC1. (2) Given the product [OH:1][C:2]1[CH:11]=[CH:10][C:5]([C:6]([NH2:15])=[O:7])=[CH:4][C:3]=1[N+:12]([O-:14])=[O:13], predict the reactants needed to synthesize it. The reactants are: [OH:1][C:2]1[CH:11]=[CH:10][C:5]([C:6](OC)=[O:7])=[CH:4][C:3]=1[N+:12]([O-:14])=[O:13].[NH3:15].Cl.